Predict the reaction yield, written as a fraction of the theoretical maximum amount of product (1.0 means a 100% yield; for example, 0.34 means a 34% yield). From a dataset of Reaction yield outcomes from USPTO patents with 853,638 reactions. (1) The reactants are I[C:2]1[CH:12]=[CH:11][C:5]([C:6]([O:8][CH2:9][CH3:10])=[O:7])=[CH:4][CH:3]=1.[Cl-].[Li+].C([Mg]Cl)(C)C.[CH3:20][CH:21]([CH3:25])[CH2:22][CH:23]=[O:24]. The catalyst is O1CCCC1. The product is [OH:24][CH:23]([C:2]1[CH:12]=[CH:11][C:5]([C:6]([O:8][CH2:9][CH3:10])=[O:7])=[CH:4][CH:3]=1)[CH2:22][CH:21]([CH3:25])[CH3:20]. The yield is 0.930. (2) The reactants are [F:1][C:2]1[CH:3]=[C:4]([NH:9][C:10]2[C:11]([NH2:16])=[CH:12][CH:13]=[CH:14][CH:15]=2)[CH:5]=[CH:6][C:7]=1[F:8].[S:17](N)(N)(=[O:19])=[O:18]. The catalyst is COCCOCCOC. The product is [F:1][C:2]1[CH:3]=[C:4]([N:9]2[C:10]3[CH:15]=[CH:14][CH:13]=[CH:12][C:11]=3[NH:16][S:17]2(=[O:19])=[O:18])[CH:5]=[CH:6][C:7]=1[F:8]. The yield is 0.470. (3) The reactants are C(N)C1C=CC=CC=1.[CH2:9]1[CH2:11][CH:10]1[CH2:12][NH2:13].[CH3:14][C:15]1[N:16]=[C:17]([N:23]2[CH2:27][CH2:26][N:25]([CH2:28][C:29]3[CH:34]=[CH:33][C:32]([O:35][C:36]([F:39])([F:38])[F:37])=[CH:31][CH:30]=3)[C:24]2=[O:40])[S:18][C:19]=1[C:20](O)=[O:21]. No catalyst specified. The product is [CH:10]1([CH2:12][NH:13][C:20]([C:19]2[S:18][C:17]([N:23]3[CH2:27][CH2:26][N:25]([CH2:28][C:29]4[CH:30]=[CH:31][C:32]([O:35][C:36]([F:37])([F:38])[F:39])=[CH:33][CH:34]=4)[C:24]3=[O:40])=[N:16][C:15]=2[CH3:14])=[O:21])[CH2:11][CH2:9]1. The yield is 0.150. (4) The reactants are [Cl:1][C:2]1[CH:3]=[C:4]([C:9]2([C:28]([F:31])([F:30])[F:29])[CH:13]=[N:12][N:11]([C:14]3[CH:26]=[CH:25][C:17]([C:18]([O:20]C(C)(C)C)=[O:19])=[C:16]([CH3:27])[CH:15]=3)[CH2:10]2)[CH:5]=[C:6]([Cl:8])[CH:7]=1.FC(F)(F)C(O)=O. The catalyst is ClCCl. The product is [Cl:1][C:2]1[CH:3]=[C:4]([C:9]2([C:28]([F:30])([F:29])[F:31])[CH:13]=[N:12][N:11]([C:14]3[CH:26]=[CH:25][C:17]([C:18]([OH:20])=[O:19])=[C:16]([CH3:27])[CH:15]=3)[CH2:10]2)[CH:5]=[C:6]([Cl:8])[CH:7]=1. The yield is 1.00. (5) The reactants are [H-].[Na+].[Cl:3][C:4]1[NH:5][C:6]2[C:11]([C:12]=1[CH:13]=[O:14])=[CH:10][CH:9]=[CH:8][CH:7]=2.I[CH3:16]. The catalyst is CN(C=O)C. The product is [Cl:3][C:4]1[N:5]([CH3:16])[C:6]2[C:11]([C:12]=1[CH:13]=[O:14])=[CH:10][CH:9]=[CH:8][CH:7]=2. The yield is 0.760. (6) The reactants are Cl[C:2]([O:4][CH2:5][C:6]1[CH:11]=[CH:10][CH:9]=[CH:8][CH:7]=1)=[O:3].Br.[Br:13][CH2:14][CH2:15][NH2:16].C(N(CC)CC)C. The catalyst is C(Cl)Cl. The product is [CH2:5]([O:4][C:2](=[O:3])[NH:16][CH2:15][CH2:14][Br:13])[C:6]1[CH:11]=[CH:10][CH:9]=[CH:8][CH:7]=1. The yield is 0.890. (7) The reactants are [Br:1][C:2]1[NH:3][C:4]([Br:8])=[C:5]([Br:7])[N:6]=1.[H-].[Na+].[CH3:11][Si:12]([CH2:15][CH2:16][O:17][CH2:18]Cl)([CH3:14])[CH3:13]. The catalyst is CN(C=O)C. The product is [Br:1][C:2]1[N:3]([CH2:18][O:17][CH2:16][CH2:15][Si:12]([CH3:14])([CH3:13])[CH3:11])[C:4]([Br:8])=[C:5]([Br:7])[N:6]=1. The yield is 0.920.